This data is from Catalyst prediction with 721,799 reactions and 888 catalyst types from USPTO. The task is: Predict which catalyst facilitates the given reaction. Reactant: [K:1].C([O:9][C:10]1[C:11]([N:28]2[S:32](=[O:34])(=[O:33])[NH:31][C:30](=[O:35])[CH2:29]2)=[CH:12][C:13]2[C:18]([CH:19]=1)=[CH:17][C:16]([O:20]CC1C=CC=CC=1)=[CH:15][CH:14]=2)C1C=CC=CC=1.N#N. Product: [K:1].[OH:9][C:10]1[C:11]([N:28]2[S:32](=[O:34])(=[O:33])[NH:31][C:30](=[O:35])[CH2:29]2)=[CH:12][C:13]2[C:18]([CH:19]=1)=[CH:17][C:16]([OH:20])=[CH:15][CH:14]=2. The catalyst class is: 522.